From a dataset of Peptide-MHC class I binding affinity with 185,985 pairs from IEDB/IMGT. Regression. Given a peptide amino acid sequence and an MHC pseudo amino acid sequence, predict their binding affinity value. This is MHC class I binding data. (1) The peptide sequence is TMAMVLSIV. The MHC is HLA-A02:17 with pseudo-sequence HLA-A02:17. The binding affinity (normalized) is 0.142. (2) The peptide sequence is KSFKDQSKY. The MHC is HLA-A30:02 with pseudo-sequence HLA-A30:02. The binding affinity (normalized) is 0.826. (3) The peptide sequence is FRDEAGAIL. The MHC is HLA-A02:11 with pseudo-sequence HLA-A02:11. The binding affinity (normalized) is 0.0847. (4) The peptide sequence is QLLTGGVKK. The MHC is HLA-A03:01 with pseudo-sequence HLA-A03:01. The binding affinity (normalized) is 0.405. (5) The peptide sequence is VNYGYQRL. The MHC is H-2-Kb with pseudo-sequence H-2-Kb. The binding affinity (normalized) is 1.00. (6) The peptide sequence is KCYGVSATK. The MHC is HLA-B58:01 with pseudo-sequence HLA-B58:01. The binding affinity (normalized) is 0.0847. (7) The peptide sequence is AVSFRNLAY. The MHC is HLA-B07:02 with pseudo-sequence HLA-B07:02. The binding affinity (normalized) is 0.213.